From a dataset of NCI-60 drug combinations with 297,098 pairs across 59 cell lines. Regression. Given two drug SMILES strings and cell line genomic features, predict the synergy score measuring deviation from expected non-interaction effect. (1) Drug 1: COC1=CC(=CC(=C1O)OC)C2C3C(COC3=O)C(C4=CC5=C(C=C24)OCO5)OC6C(C(C7C(O6)COC(O7)C8=CC=CS8)O)O. Drug 2: CC1=C(N=C(N=C1N)C(CC(=O)N)NCC(C(=O)N)N)C(=O)NC(C(C2=CN=CN2)OC3C(C(C(C(O3)CO)O)O)OC4C(C(C(C(O4)CO)O)OC(=O)N)O)C(=O)NC(C)C(C(C)C(=O)NC(C(C)O)C(=O)NCCC5=NC(=CS5)C6=NC(=CS6)C(=O)NCCC[S+](C)C)O. Cell line: SK-MEL-28. Synergy scores: CSS=27.4, Synergy_ZIP=-5.84, Synergy_Bliss=2.27, Synergy_Loewe=1.38, Synergy_HSA=1.75. (2) Drug 1: CC1C(C(=O)NC(C(=O)N2CCCC2C(=O)N(CC(=O)N(C(C(=O)O1)C(C)C)C)C)C(C)C)NC(=O)C3=C4C(=C(C=C3)C)OC5=C(C(=O)C(=C(C5=N4)C(=O)NC6C(OC(=O)C(N(C(=O)CN(C(=O)C7CCCN7C(=O)C(NC6=O)C(C)C)C)C)C(C)C)C)N)C. Drug 2: CC1CCCC2(C(O2)CC(NC(=O)CC(C(C(=O)C(C1O)C)(C)C)O)C(=CC3=CSC(=N3)C)C)C. Cell line: 786-0. Synergy scores: CSS=54.3, Synergy_ZIP=1.68, Synergy_Bliss=0.286, Synergy_Loewe=-4.19, Synergy_HSA=3.72.